Dataset: Reaction yield outcomes from USPTO patents with 853,638 reactions. Task: Predict the reaction yield, written as a fraction of the theoretical maximum amount of product (1.0 means a 100% yield; for example, 0.34 means a 34% yield). (1) The reactants are [C:1]([C:4]1[C:9]([O:10][CH2:11][CH2:12][NH:13][C:14](=[O:20])[O:15][C:16]([CH3:19])([CH3:18])[CH3:17])=[C:8]([CH:21]=[CH2:22])[C:7]([C:23]#[N:24])=[C:6]([Cl:25])[CH:5]=1)(=[O:3])[CH3:2].[BH4-].[Na+].O. The catalyst is CO. The product is [Cl:25][C:6]1[CH:5]=[C:4]([CH:1]([OH:3])[CH3:2])[C:9]([O:10][CH2:11][CH2:12][NH:13][C:14](=[O:20])[O:15][C:16]([CH3:18])([CH3:19])[CH3:17])=[C:8]([CH:21]=[CH2:22])[C:7]=1[C:23]#[N:24]. The yield is 1.00. (2) The reactants are F[C:2]1[C:11]2[N:10]=[CH:9][CH:8]=[CH:7][C:6]=2[C:5]([S:12](Cl)(=[O:14])=[O:13])=[CH:4][CH:3]=1.[CH3:16][O:17][C:18]1[CH:19]=[C:20]([CH:24]=[CH:25][CH:26]=1)[CH2:21][NH:22][CH3:23].CCN(C(C)C)C(C)C.FC1C(S(N)(=O)=O)=NC2C(C=1)=CC=CC=2.[CH3:51][C:52]([CH3:55])([O-:54])[CH3:53].[K+]. The catalyst is C1COCC1.C(Cl)Cl.O. The product is [C:52]([O:54][C:2]1[C:11]2[N:10]=[CH:9][CH:8]=[CH:7][C:6]=2[C:5]([S:12]([N:22]([CH2:21][C:20]2[CH:24]=[CH:25][CH:26]=[C:18]([O:17][CH3:16])[CH:19]=2)[CH3:23])(=[O:14])=[O:13])=[CH:4][CH:3]=1)([CH3:55])([CH3:53])[CH3:51]. The yield is 0.330. (3) The reactants are [C:1]([C:5]1[CH:10]=[C:9](Br)[C:8]([N+:12]([O-:14])=[O:13])=[CH:7][C:6]=1[O:15][CH2:16][C:17]1[CH:22]=[CH:21][CH:20]=[CH:19][CH:18]=1)([CH3:4])([CH3:3])[CH3:2].[F-:23].[K+].[K+].[Br-].Cl[C:28]([F:34])([F:33])C(OC)=O. The catalyst is O.[Cu]I.CN(C=O)C. The product is [C:1]([C:5]1[CH:10]=[C:9]([C:28]([F:34])([F:23])[F:33])[C:8]([N+:12]([O-:14])=[O:13])=[CH:7][C:6]=1[O:15][CH2:16][C:17]1[CH:22]=[CH:21][CH:20]=[CH:19][CH:18]=1)([CH3:4])([CH3:3])[CH3:2]. The yield is 0.670. (4) The reactants are [Cl:1][C:2]1[N:7]2[N:8]=[C:9]([CH3:11])[CH:10]=[C:6]2[N:5]=[C:4]([NH2:12])[CH:3]=1.N1C=CC=CC=1.[F:19][C:20]([F:32])([F:31])[O:21][C:22]1[CH:30]=[CH:29][C:25]([C:26](Cl)=[O:27])=[CH:24][CH:23]=1. No catalyst specified. The product is [Cl:1][C:2]1[N:7]2[N:8]=[C:9]([CH3:11])[CH:10]=[C:6]2[N:5]=[C:4]([NH:12][C:26](=[O:27])[C:25]2[CH:29]=[CH:30][C:22]([O:21][C:20]([F:19])([F:31])[F:32])=[CH:23][CH:24]=2)[CH:3]=1. The yield is 0.510.